Task: Predict the reactants needed to synthesize the given product.. Dataset: Full USPTO retrosynthesis dataset with 1.9M reactions from patents (1976-2016) (1) Given the product [CH2:19]([O:18][C:12]([C:13]1[C:2]([CH3:1])=[C:3]([C:4](=[O:6])[CH3:5])[NH:8][C:14]=1[CH3:16])=[O:17])[CH3:20], predict the reactants needed to synthesize it. The reactants are: [CH3:1][C:2](=O)[CH2:3][C:4](=[O:6])[CH3:5].[N:8]([O-])=O.[Na+].[C:12]([O:18][CH2:19][CH3:20])(=[O:17])[CH2:13][C:14]([CH3:16])=O. (2) Given the product [OH:44][NH:43][C:41]([N:13]1[CH2:14][CH2:15][CH:10]([N:9]([CH2:8][C:5]2[C:4]([CH3:33])=[CH:3][C:2]([Cl:1])=[CH:7][N:6]=2)[CH2:16][C:17]2[C:22]([C:23]([C:26]3[CH:31]=[CH:30][C:29]([F:32])=[CH:28][CH:27]=3)([CH3:25])[CH3:24])=[CH:21][CH:20]=[CH:19][N:18]=2)[CH2:11][CH2:12]1)=[O:34], predict the reactants needed to synthesize it. The reactants are: [Cl:1][C:2]1[CH:3]=[C:4]([CH3:33])[C:5]([CH2:8][N:9]([CH2:16][C:17]2[C:22]([C:23]([C:26]3[CH:31]=[CH:30][C:29]([F:32])=[CH:28][CH:27]=3)([CH3:25])[CH3:24])=[CH:21][CH:20]=[CH:19][N:18]=2)[CH:10]2[CH2:15][CH2:14][NH:13][CH2:12][CH2:11]2)=[N:6][CH:7]=1.[O:34]([C:41]([NH:43][OH:44])=O)C1C=CC=CC=1. (3) The reactants are: [CH2-]C(C)=O.C1N2CCN(CC2)C1.CCN(C(C)C)C(C)C.[CH3:22][Si:23]([CH2:26][CH2:27][O:28][CH2:29]Cl)([CH3:25])[CH3:24].[CH3:31][CH2:32][O:33][C:34](C)=[O:35]. Given the product [CH3:22][Si:23]([CH2:26][CH2:27][O:28][CH2:29][O:35][CH2:34][O:33][CH2:32][CH2:31][Si:23]([CH3:25])([CH3:24])[CH3:22])([CH3:25])[CH3:24], predict the reactants needed to synthesize it. (4) Given the product [CH3:22][O:24][C:3]1[CH:2]=[CH:7][N:6]=[C:5]([N:8]2[CH2:9][CH2:10][N:11]([CH3:14])[CH2:12][CH2:13]2)[CH:4]=1, predict the reactants needed to synthesize it. The reactants are: Br[C:2]1[CH:3]=[C:4](OC)[C:5]([N:8]2[CH2:13][CH2:12][N:11]([CH3:14])[CH2:10][CH2:9]2)=[N:6][CH:7]=1.ClC1C=[C:22]([O:24]C)C=CN=1. (5) The reactants are: [CH3:1][C:2]1[N:25]([CH3:26])[C:5]2[CH:6]=[C:7]([C:22]([OH:24])=O)[C:8]3[CH2:9][CH2:10][C:11]4([NH:20][C:21]=3[C:4]=2[N:3]=1)[CH2:19][C:18]1[C:13](=[CH:14][CH:15]=[CH:16][CH:17]=1)[CH2:12]4.F[B-](F)(F)F.N1(OC(N(C)C)=[N+](C)C)C2C=CC=CC=2N=N1.[CH3:49][O:50][CH2:51][CH2:52][NH2:53]. Given the product [CH3:49][O:50][CH2:51][CH2:52][NH:53][C:22]([C:7]1[C:8]2[CH2:9][CH2:10][C:11]3([NH:20][C:21]=2[C:4]2[N:3]=[C:2]([CH3:1])[N:25]([CH3:26])[C:5]=2[CH:6]=1)[CH2:12][C:13]1[C:18](=[CH:17][CH:16]=[CH:15][CH:14]=1)[CH2:19]3)=[O:24], predict the reactants needed to synthesize it. (6) Given the product [Cl:3][C:4]1[CH:5]=[CH:6][C:7]([C:12]([C:14]2[CH:24]=[CH:23][C:17]3[N:18]([CH3:22])[CH2:19][CH2:20][O:21][C:16]=3[CH:15]=2)=[O:13])=[N:8][C:9]=1[O:10][CH3:11], predict the reactants needed to synthesize it. The reactants are: [H-].[Na+].[Cl:3][C:4]1[CH:5]=[CH:6][C:7]([CH:12]([C:14]2[CH:24]=[CH:23][C:17]3[N:18]([CH3:22])[CH2:19][CH2:20][O:21][C:16]=3[CH:15]=2)[OH:13])=[N:8][C:9]=1[O:10][CH3:11].O.